Dataset: Catalyst prediction with 721,799 reactions and 888 catalyst types from USPTO. Task: Predict which catalyst facilitates the given reaction. Reactant: [CH:1]1([C:7]2[C:8]([CH2:16][C:17]3[CH:22]=[CH:21][CH:20]=[C:19]([F:23])[C:18]=3[CH3:24])=[CH:9][N:10]3[C:15]=2[CH:14]=[CH:13][CH:12]=[CH:11]3)[CH2:6][CH2:5][CH2:4][CH2:3][CH2:2]1.N1C=CC=CC=1.Cl[C:32](Cl)([O:34]C(=O)OC(Cl)(Cl)Cl)Cl.C(N(CC)CC)C.[C:50]([O:54][C:55]([N:57]1[CH2:62][CH2:61][NH:60][CH2:59][CH2:58]1)=[O:56])([CH3:53])([CH3:52])[CH3:51]. Product: [C:50]([O:54][C:55]([N:57]1[CH2:62][CH2:61][N:60]([C:32]([C:9]2[N:10]3[C:15]([CH:14]=[CH:13][CH:12]=[CH:11]3)=[C:7]([CH:1]3[CH2:2][CH2:3][CH2:4][CH2:5][CH2:6]3)[C:8]=2[CH2:16][C:17]2[CH:22]=[CH:21][CH:20]=[C:19]([F:23])[C:18]=2[CH3:24])=[O:34])[CH2:59][CH2:58]1)=[O:56])([CH3:53])([CH3:51])[CH3:52]. The catalyst class is: 473.